Dataset: Full USPTO retrosynthesis dataset with 1.9M reactions from patents (1976-2016). Task: Predict the reactants needed to synthesize the given product. (1) Given the product [Cl:29][C:30]1[CH:31]=[C:32]([C:37]2[CH:38]=[C:39]([C:50]([N:22]3[CH2:23][C:24](=[O:28])[NH:25][CH2:26]3)=[O:52])[O:40][C:41]=2[C:42]2[CH:43]=[C:44]([C:48]#[N:49])[CH:45]=[CH:46][CH:47]=2)[CH:33]=[C:34]([F:36])[CH:35]=1, predict the reactants needed to synthesize it. The reactants are: ClC1C=C(C2C=C(C([N:22]3C[CH2:26][NH:25][C:24](=[O:28])[CH2:23]3)=O)OC=2C2C=CC(F)=CC=2)C=CC=1.[Cl:29][C:30]1[CH:31]=[C:32]([C:37]2[CH:38]=[C:39]([C:50]([OH:52])=O)[O:40][C:41]=2[C:42]2[CH:47]=[CH:46][CH:45]=[C:44]([C:48]#[N:49])[CH:43]=2)[CH:33]=[C:34]([F:36])[CH:35]=1. (2) Given the product [CH2:24]([CH:26]([CH2:30][CH3:31])[C:27]([NH:1][C:2]1[C:3]([C:7]2[NH:23][C:10]3=[CH:11][C:12]4[C:13]([CH3:22])([CH3:21])[C:14](=[O:20])[N:15]([CH2:18][CH3:19])[C:16]=4[CH:17]=[C:9]3[N:8]=2)=[N:4][NH:5][CH:6]=1)=[O:28])[CH3:25], predict the reactants needed to synthesize it. The reactants are: [NH2:1][C:2]1[C:3]([C:7]2[NH:23][C:10]3=[CH:11][C:12]4[C:13]([CH3:22])([CH3:21])[C:14](=[O:20])[N:15]([CH2:18][CH3:19])[C:16]=4[CH:17]=[C:9]3[N:8]=2)=[N:4][NH:5][CH:6]=1.[CH2:24]([CH:26]([CH2:30][CH3:31])[C:27](Cl)=[O:28])[CH3:25]. (3) Given the product [ClH:14].[ClH:14].[Cl:14][C:15]1[CH:16]=[C:17]([N:22]([C:23]2[CH:28]=[CH:27][CH:26]=[CH:25][CH:24]=2)[CH:6]2[CH2:10][CH2:9][NH:8][CH2:7]2)[CH:18]=[CH:19][C:20]=1[Cl:21], predict the reactants needed to synthesize it. The reactants are: C(O)(=O)C.O=[C:6]1[CH2:10][CH2:9][N:8](C(O)=O)[CH2:7]1.[Cl:14][C:15]1[CH:16]=[C:17]([NH:22][C:23]2[CH:28]=[CH:27][CH:26]=[CH:25][CH:24]=2)[CH:18]=[CH:19][C:20]=1[Cl:21].C(O[BH-](OC(=O)C)OC(=O)C)(=O)C.[Na+].